From a dataset of Forward reaction prediction with 1.9M reactions from USPTO patents (1976-2016). Predict the product of the given reaction. (1) Given the reactants [OH:1][C:2]1[CH:3]=[C:4]([C:12]([O:14][CH3:15])=[O:13])[CH:5]=[C:6]([CH:11]=1)[C:7]([O:9][CH3:10])=[O:8].CS(O[CH2:21][CH2:22][CH2:23][N:24]([C:29]([O:31][C:32]([CH3:35])([CH3:34])[CH3:33])=[O:30])[CH2:25][CH:26]([CH3:28])[CH3:27])(=O)=O, predict the reaction product. The product is: [C:32]([O:31][C:29]([N:24]([CH2:25][CH:26]([CH3:27])[CH3:28])[CH2:23][CH2:22][CH2:21][O:1][C:2]1[CH:11]=[C:6]([C:7]([O:9][CH3:10])=[O:8])[CH:5]=[C:4]([CH:3]=1)[C:12]([O:14][CH3:15])=[O:13])=[O:30])([CH3:34])([CH3:35])[CH3:33]. (2) Given the reactants Cl[C:2]1[CH:11]=[CH:10][C:5]([C:6]([O:8][CH3:9])=[O:7])=[CH:4][N:3]=1.[NH2:12][C:13]1[CH:18]=[CH:17][CH:16]=[CH:15][CH:14]=1, predict the reaction product. The product is: [C:13]1([NH:12][C:2]2[CH:11]=[CH:10][C:5]([C:6]([O:8][CH3:9])=[O:7])=[CH:4][N:3]=2)[CH:18]=[CH:17][CH:16]=[CH:15][CH:14]=1. (3) Given the reactants [NH2:1][C:2]1[C:3]2[CH:10]=[CH:9][N:8]([C@@H:11]3[O:15][C@H:14]([CH2:16][N:17]([CH:35]([CH3:37])[CH3:36])[CH2:18][CH2:19][CH2:20][NH:21][C:22]([NH:24][C:25]4[CH:30]=[CH:29][C:28]([C:31]([CH3:34])([CH3:33])[CH3:32])=[CH:27][CH:26]=4)=[O:23])[C@@H:13]([OH:38])[C@H:12]3[OH:39])[C:4]=2[N:5]=[CH:6][N:7]=1.[ClH:40].O, predict the reaction product. The product is: [ClH:40].[NH2:1][C:2]1[C:3]2[CH:10]=[CH:9][N:8]([C@@H:11]3[O:15][C@H:14]([CH2:16][N:17]([CH:35]([CH3:36])[CH3:37])[CH2:18][CH2:19][CH2:20][NH:21][C:22]([NH:24][C:25]4[CH:26]=[CH:27][C:28]([C:31]([CH3:33])([CH3:32])[CH3:34])=[CH:29][CH:30]=4)=[O:23])[C@@H:13]([OH:38])[C@H:12]3[OH:39])[C:4]=2[N:5]=[CH:6][N:7]=1. (4) Given the reactants [CH2:1]([O:3][C:4]([C:6]1[C:7](Cl)=[C:8]2[CH:14]=[N:13][N:12]([CH2:15][C:16]3[CH:21]=[CH:20][C:19]([O:22][CH3:23])=[CH:18][CH:17]=3)[C:9]2=[N:10][CH:11]=1)=[O:5])[CH3:2].[F:25][C:26]1[CH:32]=[C:31]([I:33])[CH:30]=[CH:29][C:27]=1[NH2:28], predict the reaction product. The product is: [CH2:1]([O:3][C:4]([C:6]1[C:7]([NH:28][C:27]2[CH:29]=[CH:30][C:31]([I:33])=[CH:32][C:26]=2[F:25])=[C:8]2[CH:14]=[N:13][N:12]([CH2:15][C:16]3[CH:21]=[CH:20][C:19]([O:22][CH3:23])=[CH:18][CH:17]=3)[C:9]2=[N:10][CH:11]=1)=[O:5])[CH3:2].